This data is from Catalyst prediction with 721,799 reactions and 888 catalyst types from USPTO. The task is: Predict which catalyst facilitates the given reaction. (1) The catalyst class is: 36. Reactant: [CH2:1]([C:3]1[C:11]2[C:6](=[CH:7][CH:8]=[C:9]([N+:12]([O-])=O)[CH:10]=2)[NH:5][C:4]=1[C:15]([NH:17][CH2:18][CH2:19][C:20]1[CH:25]=[CH:24][C:23]([N:26]2[CH2:31][CH2:30][CH2:29][CH2:28][CH2:27]2)=[CH:22][CH:21]=1)=[O:16])[CH3:2].[BH4-].[Na+].CO.C(Cl)Cl. Product: [NH2:12][C:9]1[CH:10]=[C:11]2[C:6](=[CH:7][CH:8]=1)[NH:5][C:4]([C:15]([NH:17][CH2:18][CH2:19][C:20]1[CH:25]=[CH:24][C:23]([N:26]3[CH2:31][CH2:30][CH2:29][CH2:28][CH2:27]3)=[CH:22][CH:21]=1)=[O:16])=[C:3]2[CH2:1][CH3:2]. (2) Reactant: N1CCCCC1.[CH3:7][O:8][C:9]1[CH:16]=[CH:15][C:12]([CH:13]=O)=[CH:11][C:10]=1[O:17][CH2:18][CH2:19][C:20]#[C:21][CH2:22][CH2:23][CH2:24][CH3:25].C([CH2:29][C:30]([NH:32][C:33]1[CH:41]=[CH:40][CH:39]=[CH:38][C:34]=1[C:35]([OH:37])=[O:36])=[O:31])(O)=O.CC(O)=O. Product: [CH3:7][O:8][C:9]1[CH:16]=[CH:15][C:12](/[CH:13]=[CH:29]/[C:30]([NH:32][C:33]2[CH:41]=[CH:40][CH:39]=[CH:38][C:34]=2[C:35]([OH:37])=[O:36])=[O:31])=[CH:11][C:10]=1[O:17][CH2:18][CH2:19][C:20]#[C:21][CH2:22][CH2:23][CH2:24][CH3:25]. The catalyst class is: 11. (3) Reactant: [CH2:1]([O:3][C:4]([CH:6]1[CH2:11][CH2:10][NH:9][CH2:8][CH2:7]1)=[O:5])[CH3:2].Br[C:13]1[CH:14]=[C:15]2[C:20](=[CH:21][CH:22]=1)[N:19]=[C:18](Cl)[N:17]=[C:16]2Cl.C[O:26][C:27]1C=C[C:30]([NH2:33])=[CH:29][CH:28]=1.ClC1N=C(Cl)C2C(=CC=C(C3OC=CC=3)C=2)N=1.C[Si](C)(C)CC[O:55][C:56](=[O:71])[CH2:57][CH2:58][C:59]([C:61]1[C:69]2[C:64](=[CH:65][CH:66]=[C:67]([Cl:70])[CH:68]=2)[NH:63][CH:62]=1)=[O:60].N1CCCC1.CCCC[N+](CCCC)(CCCC)CCCC.[F-].Cl. Product: [CH2:1]([O:3][C:4]([CH:6]1[CH2:11][CH2:10][N:9]([C:16]2[C:15]3[C:20](=[CH:21][CH:22]=[C:13]([N:33]4[CH2:30][CH2:29][CH2:28][C:27]4=[O:26])[CH:14]=3)[N:19]=[C:18]([N:63]3[C:64]4[C:69](=[CH:68][C:67]([Cl:70])=[CH:66][CH:65]=4)[C:61]([C:59](=[O:60])[CH2:58][CH2:57][C:56]([OH:55])=[O:71])=[CH:62]3)[N:17]=2)[CH2:8][CH2:7]1)=[O:5])[CH3:2]. The catalyst class is: 101. (4) Reactant: [Cl:1][C:2]1[S:3][C:4]([CH2:7][O:8][N:9]2C(=O)C3C(=CC=CC=3)C2=O)=[CH:5][N:6]=1.O.NN. Product: [Cl:1][C:2]1[S:3][C:4]([CH2:7][O:8][NH2:9])=[CH:5][N:6]=1. The catalyst class is: 8. (5) Reactant: [CH3:1][C:2]1[N:3]=[C:4]([C:7]2([N:13]([C:17]3[CH:22]=[CH:21][CH:20]=[CH:19][CH:18]=3)[C:14](=[O:16])[CH3:15])[CH2:12][CH2:11][NH:10][CH2:9][CH2:8]2)[S:5][CH:6]=1.[F:23][C:24]1[CH:25]=[C:26]([CH:29]=[C:30]([F:32])[CH:31]=1)[CH:27]=O.C(O[BH-](OC(=O)C)OC(=O)C)(=O)C.[Na+].C(OCC)(=O)C. Product: [F:23][C:24]1[CH:25]=[C:26]([CH:29]=[C:30]([F:32])[CH:31]=1)[CH2:27][N:10]1[CH2:11][CH2:12][C:7]([N:13]([C:17]2[CH:18]=[CH:19][CH:20]=[CH:21][CH:22]=2)[C:14](=[O:16])[CH3:15])([C:4]2[S:5][CH:6]=[C:2]([CH3:1])[N:3]=2)[CH2:8][CH2:9]1. The catalyst class is: 845.